From a dataset of Forward reaction prediction with 1.9M reactions from USPTO patents (1976-2016). Predict the product of the given reaction. (1) Given the reactants C([O-])(=O)C.[NH4+:5].[Br:6][C:7]1[N:12]=[C:11]([O:13][CH3:14])[C:10]([N:15]([CH2:18][C:19](=O)[CH3:20])[CH:16]=O)=[CH:9][CH:8]=1.C(OCC)(=O)C.N, predict the reaction product. The product is: [Br:6][C:7]1[N:12]=[C:11]([O:13][CH3:14])[C:10]([N:15]2[CH:18]=[C:19]([CH3:20])[N:5]=[CH:16]2)=[CH:9][CH:8]=1. (2) Given the reactants [CH3:1][C:2]1[CH:3]=[C:4]([CH:37]=[CH:38][CH:39]=1)[C:5]([N:7](C(=O)C1C=CC=C(C)C=1)[C:8]1[C:17]([C:18]#[N:19])=[C:16]([NH:20][CH2:21][C:22]2[CH:27]=[CH:26][CH:25]=[CH:24][CH:23]=2)[C:15]2[C:10](=[CH:11][CH:12]=[CH:13][CH:14]=2)[N:9]=1)=[O:6].[OH-].[K+].C(O)(=O)C.C(=O)([O-])O.[Na+], predict the reaction product. The product is: [CH3:1][C:2]1[CH:3]=[C:4]([CH:37]=[CH:38][CH:39]=1)[C:5]([NH:7][C:8]1[C:17]([C:18]#[N:19])=[C:16]([NH:20][CH2:21][C:22]2[CH:23]=[CH:24][CH:25]=[CH:26][CH:27]=2)[C:15]2[C:10](=[CH:11][CH:12]=[CH:13][CH:14]=2)[N:9]=1)=[O:6]. (3) Given the reactants [N:1]1[CH:6]=[CH:5][CH:4]=[C:3]([C:7]2[O:8][C:9]3[CH:15]=[CH:14][C:13]([CH2:16][C:17]([O:19]C)=[O:18])=[CH:12][C:10]=3[CH:11]=2)[CH:2]=1.[OH-].[Na+].Cl, predict the reaction product. The product is: [N:1]1[CH:6]=[CH:5][CH:4]=[C:3]([C:7]2[O:8][C:9]3[CH:15]=[CH:14][C:13]([CH2:16][C:17]([OH:19])=[O:18])=[CH:12][C:10]=3[CH:11]=2)[CH:2]=1. (4) Given the reactants [F:1][C:2]1[CH:3]=[C:4]([OH:8])[CH:5]=[CH:6][CH:7]=1.C[O:10][C:11](=[O:26])[CH:12]([O:24][CH3:25])[CH2:13][C:14]1[CH:19]=[CH:18][CH:17]=[C:16]([O:20][CH2:21][CH2:22]Br)[CH:15]=1.CO[C@@H](CC1C=CC(OCCCOC2C=CC=CC=2)=CC=1)C(O)=O, predict the reaction product. The product is: [F:1][C:2]1[CH:3]=[C:4]([CH:5]=[CH:6][CH:7]=1)[O:8][CH2:22][CH2:21][O:20][C:16]1[CH:15]=[C:14]([CH2:13][CH:12]([O:24][CH3:25])[C:11]([OH:26])=[O:10])[CH:19]=[CH:18][CH:17]=1.